Dataset: Forward reaction prediction with 1.9M reactions from USPTO patents (1976-2016). Task: Predict the product of the given reaction. (1) The product is: [CH3:27][N:25]1[CH:26]=[C:22]([C:20]2[CH:19]=[C:18]([N:28]3[CH2:32][CH2:31][CH2:30][CH2:29]3)[N:17]=[C:16]([NH:15][C:12]3[CH:13]=[CH:14][C:9]([C:5]4([C:3]([OH:4])=[O:2])[CH2:6][CH2:7][CH2:8]4)=[CH:10][CH:11]=3)[N:21]=2)[CH:23]=[N:24]1. Given the reactants C[O:2][C:3]([C:5]1([C:9]2[CH:14]=[CH:13][C:12]([NH:15][C:16]3[N:21]=[C:20]([C:22]4[CH:23]=[N:24][N:25]([CH3:27])[CH:26]=4)[CH:19]=[C:18]([N:28]4[CH2:32][CH2:31][CH2:30][CH2:29]4)[N:17]=3)=[CH:11][CH:10]=2)[CH2:8][CH2:7][CH2:6]1)=[O:4], predict the reaction product. (2) Given the reactants Br[CH2:2][C:3]([C:5]1[CH:10]=[CH:9][CH:8]=[CH:7][CH:6]=1)=O.C([O-])(O)=O.[Na+].[NH2:16][C:17]1[CH:22]=[C:21]([NH2:23])[N:20]=[CH:19][N:18]=1.O, predict the reaction product. The product is: [C:5]1([C:3]2[N:16]=[C:17]3[CH:22]=[C:21]([NH2:23])[N:20]=[CH:19][N:18]3[CH:2]=2)[CH:10]=[CH:9][CH:8]=[CH:7][CH:6]=1.